Dataset: Reaction yield outcomes from USPTO patents with 853,638 reactions. Task: Predict the reaction yield, written as a fraction of the theoretical maximum amount of product (1.0 means a 100% yield; for example, 0.34 means a 34% yield). (1) The reactants are [Cl:1][C:2]1[N:3]=[C:4]([N:14]2[CH2:19][CH2:18][O:17][CH2:16][CH2:15]2)[C:5]2[S:10][C:9]([CH2:11][NH:12][CH3:13])=[CH:8][C:6]=2[N:7]=1.[CH3:20][C:21]1[N:22]=[C:23]([CH:26]=O)[S:24][CH:25]=1. No catalyst specified. The product is [Cl:1][C:2]1[N:3]=[C:4]([N:14]2[CH2:19][CH2:18][O:17][CH2:16][CH2:15]2)[C:5]2[S:10][C:9]([CH2:11][N:12]([CH3:13])[CH2:26][C:23]3[S:24][CH:25]=[C:21]([CH3:20])[N:22]=3)=[CH:8][C:6]=2[N:7]=1. The yield is 0.620. (2) The reactants are [Cl:1][CH2:2][CH2:3][CH2:4][CH2:5][CH2:6][OH:7].N1C=CN=C1.[Si:13](Cl)([C:26]([CH3:29])([CH3:28])[CH3:27])([C:20]1C=CC=CC=1)[C:14]1C=CC=CC=1. The catalyst is CN(C=O)C. The product is [Si:13]([O:7][CH2:6][CH2:5][CH2:4][CH2:3][CH2:2][Cl:1])([C:26]([CH3:29])([CH3:28])[CH3:27])([CH3:20])[CH3:14]. The yield is 0.380.